From a dataset of CYP1A2 inhibition data for predicting drug metabolism from PubChem BioAssay. Regression/Classification. Given a drug SMILES string, predict its absorption, distribution, metabolism, or excretion properties. Task type varies by dataset: regression for continuous measurements (e.g., permeability, clearance, half-life) or binary classification for categorical outcomes (e.g., BBB penetration, CYP inhibition). Dataset: cyp1a2_veith. The molecule is Nc1c(O)cccc1C(=O)C[C@@H](N)C(=O)O. The result is 0 (non-inhibitor).